From a dataset of Catalyst prediction with 721,799 reactions and 888 catalyst types from USPTO. Predict which catalyst facilitates the given reaction. Reactant: [NH:1]1[C:5]2=[N:6][CH:7]=[C:8]([O:10][C:11]3[CH:46]=[C:45]([N:47]4[CH2:52][CH2:51][N:50]([CH2:53][C:54]5[CH2:59][CH2:58][C:57]([CH3:61])([CH3:60])[CH2:56][C:55]=5[C:62]5[CH:67]=[CH:66][C:65]([Cl:68])=[CH:64][CH:63]=5)[CH2:49][CH2:48]4)[CH:44]=[CH:43][C:12]=3[C:13]([NH:15][S:16]([C:19]3[CH:24]=[CH:23][C:22]([NH:25][CH2:26][CH2:27][CH2:28][N:29]([CH:37]4[CH2:39][CH2:38]4)C(=O)OC(C)(C)C)=[C:21]([N+:40]([O-:42])=[O:41])[CH:20]=3)(=[O:18])=[O:17])=[O:14])[CH:9]=[C:4]2[CH:3]=[CH:2]1.FC(F)(F)C(O)=O. Product: [Cl:68][C:65]1[CH:64]=[CH:63][C:62]([C:55]2[CH2:56][C:57]([CH3:60])([CH3:61])[CH2:58][CH2:59][C:54]=2[CH2:53][N:50]2[CH2:51][CH2:52][N:47]([C:45]3[CH:44]=[CH:43][C:12]([C:13]([NH:15][S:16]([C:19]4[CH:24]=[CH:23][C:22]([NH:25][CH2:26][CH2:27][CH2:28][NH:29][CH:37]5[CH2:38][CH2:39]5)=[C:21]([N+:40]([O-:42])=[O:41])[CH:20]=4)(=[O:18])=[O:17])=[O:14])=[C:11]([O:10][C:8]4[CH:9]=[C:4]5[CH:3]=[CH:2][NH:1][C:5]5=[N:6][CH:7]=4)[CH:46]=3)[CH2:48][CH2:49]2)=[CH:67][CH:66]=1. The catalyst class is: 4.